Dataset: Forward reaction prediction with 1.9M reactions from USPTO patents (1976-2016). Task: Predict the product of the given reaction. The product is: [CH3:22][O:23][C:24]([C:26]1[CH:27]2[N:42]([C:43]([O:45][C:46]([CH3:49])([CH3:47])[CH3:48])=[O:44])[CH:31]([CH2:32][C:33]=1[C:19]1[S:18][C:17]([CH2:16][CH2:15][CH2:14][O:13][Si:6]([C:9]([CH3:12])([CH3:10])[CH3:11])([CH3:7])[CH3:8])=[N:21][CH:20]=1)[CH2:30][N:29]([C:50]([O:52][C:53]([CH3:56])([CH3:55])[CH3:54])=[O:51])[CH2:28]2)=[O:25]. Given the reactants [Li]CCCC.[Si:6]([O:13][CH2:14][CH2:15][CH2:16][C:17]1[S:18][CH:19]=[CH:20][N:21]=1)([C:9]([CH3:12])([CH3:11])[CH3:10])([CH3:8])[CH3:7].[CH3:22][O:23][C:24]([C:26]1[CH:27]2[N:42]([C:43]([O:45][C:46]([CH3:49])([CH3:48])[CH3:47])=[O:44])[CH:31]([CH2:32][C:33]=1OS(C(F)(F)F)(=O)=O)[CH2:30][N:29]([C:50]([O:52][C:53]([CH3:56])([CH3:55])[CH3:54])=[O:51])[CH2:28]2)=[O:25], predict the reaction product.